Dataset: Reaction yield outcomes from USPTO patents with 853,638 reactions. Task: Predict the reaction yield, written as a fraction of the theoretical maximum amount of product (1.0 means a 100% yield; for example, 0.34 means a 34% yield). (1) The reactants are [BH4-].[Na+].[C:3]([C:6]1[C:7]([O:26][CH2:27][CH3:28])=[C:8]([C:15]2[CH:16]=[CH:17][C:18]([C:21]([N:23]([CH3:25])[CH3:24])=[O:22])=[N:19][CH:20]=2)[C:9]([C:13]#[N:14])=[C:10]([CH3:12])[CH:11]=1)(=[O:5])[CH3:4]. The catalyst is CO. The product is [C:13]([C:9]1[C:10]([CH3:12])=[CH:11][C:6]([CH:3]([OH:5])[CH3:4])=[C:7]([O:26][CH2:27][CH3:28])[C:8]=1[C:15]1[CH:16]=[CH:17][C:18]([C:21]([N:23]([CH3:25])[CH3:24])=[O:22])=[N:19][CH:20]=1)#[N:14]. The yield is 0.990. (2) The reactants are C([O:3][C:4]([CH:6]1[CH2:10][C:9](=[CH2:11])[CH2:8][CH:7]1[CH2:12][CH2:13][C@@H:14]1[N:19]([S:20]([C:23]2[CH:28]=[CH:27][CH:26]=[CH:25][CH:24]=2)(=[O:22])=[O:21])[CH2:18][CH2:17][N:16]([C:29]([O:31][CH2:32][C:33]2[CH:38]=[CH:37][CH:36]=[CH:35][CH:34]=2)=[O:30])[CH2:15]1)=[O:5])C.[OH-].[Na+]. The catalyst is CCO. The product is [CH2:32]([O:31][C:29]([N:16]1[CH2:17][CH2:18][N:19]([S:20]([C:23]2[CH:24]=[CH:25][CH:26]=[CH:27][CH:28]=2)(=[O:22])=[O:21])[C@@H:14]([CH2:13][CH2:12][CH:7]2[CH2:8][C:9](=[CH2:11])[CH2:10][CH:6]2[C:4]([OH:5])=[O:3])[CH2:15]1)=[O:30])[C:33]1[CH:38]=[CH:37][CH:36]=[CH:35][CH:34]=1. The yield is 0.770. (3) The reactants are Br[C:2]1[C:3]([CH:8]2[O:12][CH2:11][CH2:10][O:9]2)=[N:4][CH:5]=[CH:6][CH:7]=1.[CH:13]([N:16]1[CH2:21][CH2:20][CH:19]([NH2:22])[CH2:18][CH2:17]1)([CH3:15])[CH3:14].CC(C)([O-])C.[Na+]. The catalyst is C1(C)C=CC=CC=1.C1C=CC(/C=C/C(/C=C/C2C=CC=CC=2)=O)=CC=1.C1C=CC(/C=C/C(/C=C/C2C=CC=CC=2)=O)=CC=1.C1C=CC(/C=C/C(/C=C/C2C=CC=CC=2)=O)=CC=1.[Pd].[Pd].C1(P(C2C=CC=CC=2)C2C=CC3C(=CC=CC=3)C=2C2C3C(=CC=CC=3)C=CC=2P(C2C=CC=CC=2)C2C=CC=CC=2)C=CC=CC=1. The product is [O:9]1[CH2:10][CH2:11][O:12][CH:8]1[C:3]1[C:2]([NH:22][CH:19]2[CH2:20][CH2:21][N:16]([CH:13]([CH3:15])[CH3:14])[CH2:17][CH2:18]2)=[CH:7][CH:6]=[CH:5][N:4]=1. The yield is 0.920. (4) The reactants are C1(C(C2C=CC=CC=2)[N:8]2[C:16]3[C:11](=[CH:12][CH:13]=[CH:14][CH:15]=3)[C:10]3([C:20]4[CH:21]=[C:22]([CH3:27])[C:23]([O:25][CH3:26])=[CH:24][C:19]=4[O:18][CH2:17]3)[C:9]2=[O:28])C=CC=CC=1.C([SiH](CC)CC)C. The catalyst is FC(F)(F)C(O)=O. The product is [CH3:26][O:25][C:23]1[C:22]([CH3:27])=[CH:21][C:20]2[C:10]3([CH2:17][O:18][C:19]=2[CH:24]=1)[C:11]1[C:16](=[CH:15][CH:14]=[CH:13][CH:12]=1)[NH:8][C:9]3=[O:28]. The yield is 0.860. (5) The reactants are [Cl:1][C:2]1[CH:7]=[C:6]([F:8])[C:5](B2OC(C)(C)C(C)(C)O2)=[CH:4][N:3]=1.Br[C:19]1[CH:24]=[C:23]([N+:25]([O-:27])=[O:26])[CH:22]=[CH:21][C:20]=1[O:28][C:29]1[CH:34]=[CH:33][C:32]([F:35])=[CH:31][C:30]=1[F:36].C1(P(C2CCCCC2)C2CCCCC2)CCCCC1.[O-]P([O-])([O-])=O.[K+].[K+].[K+]. The catalyst is O1CCOCC1.C1C=CC(/C=C/C(/C=C/C2C=CC=CC=2)=O)=CC=1.C1C=CC(/C=C/C(/C=C/C2C=CC=CC=2)=O)=CC=1.C1C=CC(/C=C/C(/C=C/C2C=CC=CC=2)=O)=CC=1.[Pd].[Pd]. The product is [Cl:1][C:2]1[CH:7]=[C:6]([F:8])[C:5]([C:21]2[CH:22]=[C:23]([N+:25]([O-:27])=[O:26])[CH:24]=[CH:19][C:20]=2[O:28][C:29]2[CH:34]=[CH:33][C:32]([F:35])=[CH:31][C:30]=2[F:36])=[CH:4][N:3]=1. The yield is 0.570. (6) The reactants are [CH2:1]([C@H:8]([NH:28][C:29]([C@@H:31]([NH:36][C:37](=[O:40])[O:38][CH3:39])[C@@H:32]([CH3:35])[CH2:33][CH3:34])=[O:30])[C@@H:9]([OH:27])[CH2:10][C@@H:11]([NH:19]C(OC(C)(C)C)=O)[CH2:12][C:13]1[CH:18]=[CH:17][CH:16]=[CH:15][CH:14]=1)[C:2]1[CH:7]=[CH:6][CH:5]=[CH:4][CH:3]=1.Cl. The catalyst is C1COCC1. The product is [NH2:19][C@@H:11]([CH2:12][C:13]1[CH:14]=[CH:15][CH:16]=[CH:17][CH:18]=1)[CH2:10][C@H:9]([OH:27])[C@@H:8]([NH:28][C:29]([C@@H:31]([NH:36][C:37](=[O:40])[O:38][CH3:39])[C@@H:32]([CH3:35])[CH2:33][CH3:34])=[O:30])[CH2:1][C:2]1[CH:7]=[CH:6][CH:5]=[CH:4][CH:3]=1. The yield is 0.610. (7) The reactants are [Br:1][C:2]1[CH:7]=[CH:6][C:5]([CH2:8][CH2:9][CH2:10]O)=[CH:4][CH:3]=1.[C:12]1(=[O:22])[C:20]2[C:15](=[CH:16][CH:17]=[CH:18][CH:19]=2)[C:14](=[O:21])[NH:13]1.C1(P(C2C=CC=CC=2)C2C=CC=CC=2)C=CC=CC=1.N(C(OC(C)C)=O)=NC(OC(C)C)=O. No catalyst specified. The product is [Br:1][C:2]1[CH:3]=[CH:4][C:5]([CH2:8][CH2:9][CH2:10][N:13]2[C:14](=[O:21])[C:15]3[C:20](=[CH:19][CH:18]=[CH:17][CH:16]=3)[C:12]2=[O:22])=[CH:6][CH:7]=1. The yield is 0.870. (8) The reactants are Br[C:2]1[C:3]([F:28])=[C:4]([N:8]2[CH:13]=[C:12]([O:14][CH3:15])[C:11](=[O:16])[C:10]([C:17]3[N:21]([C:22]4[CH:27]=[CH:26][CH:25]=[CH:24][CH:23]=4)[N:20]=[CH:19][CH:18]=3)=[N:9]2)[CH:5]=[CH:6][CH:7]=1.Cl.[F:30][C:31]1([F:35])[CH2:34][NH:33][CH2:32]1.CC([O-])(C)C.[Na+].CC1(C)C2C(=C(P(C3C=CC=CC=3)C3C=CC=CC=3)C=CC=2)OC2C(P(C3C=CC=CC=3)C3C=CC=CC=3)=CC=CC1=2. The catalyst is O1CCOCC1.C([O-])(O)=O.[Na+].C1C=CC(/C=C/C(/C=C/C2C=CC=CC=2)=O)=CC=1.C1C=CC(/C=C/C(/C=C/C2C=CC=CC=2)=O)=CC=1.C1C=CC(/C=C/C(/C=C/C2C=CC=CC=2)=O)=CC=1.[Pd].[Pd]. The product is [F:30][C:31]1([F:35])[CH2:34][N:33]([C:2]2[C:3]([F:28])=[C:4]([N:8]3[CH:13]=[C:12]([O:14][CH3:15])[C:11](=[O:16])[C:10]([C:17]4[N:21]([C:22]5[CH:27]=[CH:26][CH:25]=[CH:24][CH:23]=5)[N:20]=[CH:19][CH:18]=4)=[N:9]3)[CH:5]=[CH:6][CH:7]=2)[CH2:32]1. The yield is 0.320. (9) The reactants are C([C@H]1[CH2:9][O:8][C:7]([C:10]2[CH:15]=[CH:14][CH:13]=[CH:12]N=2)=N1)(C)(C)C.[NH4+].F[P-](F)(F)(F)(F)F.COC1C=C(B(O)O)C=CC=1.[Br:35][C:36]1[CH:37]=[C:38]2[C:43](=[CH:44][CH:45]=1)[O:42][CH:41]=[CH:40][C:39]2=[O:46].O. The catalyst is ClC(Cl)C.FC(F)(F)C(O[Pd]OC(=O)C(F)(F)F)=O. The product is [Br:35][C:36]1[CH:37]=[C:38]2[C:43](=[CH:44][CH:45]=1)[O:42][C@@H:41]([C:13]1[CH:14]=[CH:15][CH:10]=[C:7]([O:8][CH3:9])[CH:12]=1)[CH2:40][C:39]2=[O:46]. The yield is 0.709.